From a dataset of Experimentally validated miRNA-target interactions with 360,000+ pairs, plus equal number of negative samples. Binary Classification. Given a miRNA mature sequence and a target amino acid sequence, predict their likelihood of interaction. (1) The miRNA is hsa-miR-335-5p with sequence UCAAGAGCAAUAACGAAAAAUGU. The protein sequence of the target gene is MAAPSPGPREVLAPSPEAGCRAVTSSRRGLLWRLRDKQSRLGLFEISPGHELHGMTCMMQAGLWAATQVSMDHPPTGPPSRDDFSEVLTQVHEGFELGTLAGPAFAWLRRSLGLAEEDYQAALGPGGPYLQFLSTSKSKASFFLSHDQRFFLKTQGRREVQALLAHLPRYVQHLQRHPHSLLARLLGVHSLRVDRGKKTYFIVMQSVFYPAGRISERYDIKGCEVSRWVDPAPEGSPLVLVLKDLNFQGKTINLGPQRSWFLRQMELDTTFLRELNVLDYSLLIAFQRLHEDERGPGSSL.... Result: 1 (interaction). (2) The miRNA is hsa-miR-181c-5p with sequence AACAUUCAACCUGUCGGUGAGU. The protein sequence of the target gene is MPSLWDRFSSSSTSSSPSSLPRTPTPDRPPRSAWGSATREEGFDRSTSLESSDCESLDSSNSGFGPEEDTAYLDGVSLPDFELLSDPEDEHLCANLMQLLQESLAQARLGSRRPARLLMPSQLVSQVGKELLRLAYSEPCGLRGALLDVCVEQGKSCHSVGQLALDPSLVPTFQLTLVLRLDSRLWPKIQGLFSSANSPFLPGFSQSLTLSTGFRVIKKKLYSSEQLLIEEC. Result: 1 (interaction).